From a dataset of Full USPTO retrosynthesis dataset with 1.9M reactions from patents (1976-2016). Predict the reactants needed to synthesize the given product. (1) Given the product [CH2:23]([N:22]([CH2:25][CH3:26])[C:21]([C:18]1[CH:19]=[CH:20][C:15]([C:14]([C:31]2[CH:32]=[CH:33][CH:34]=[CH:35][C:30]=2[OH:29])=[C:11]2[CH2:12][CH2:13][N:8]([C:6]([O:5][C:1]([CH3:4])([CH3:3])[CH3:2])=[O:7])[CH2:9][CH2:10]2)=[CH:16][CH:17]=1)=[O:27])[CH3:24], predict the reactants needed to synthesize it. The reactants are: [C:1]([O:5][C:6]([N:8]1[CH2:13][CH2:12][C:11](=[C:14](Br)[C:15]2[CH:20]=[CH:19][C:18]([C:21](=[O:27])[N:22]([CH2:25][CH3:26])[CH2:23][CH3:24])=[CH:17][CH:16]=2)[CH2:10][CH2:9]1)=[O:7])([CH3:4])([CH3:3])[CH3:2].[OH:29][C:30]1[CH:35]=[CH:34][CH:33]=[CH:32][C:31]=1B(O)O.C1(C)C=CC=CC=1.C([O-])([O-])=O.[Na+].[Na+]. (2) The reactants are: Br[C:2]1[CH:3]=[N:4][C:5]2[N:6]([CH:8]=[C:9]([CH2:11][O:12][C:13]3[CH:18]=[CH:17][CH:16]=[C:15]([F:19])[CH:14]=3)[N:10]=2)[CH:7]=1.[F:20][C:21]1[CH:26]=[C:25](B(O)O)[CH:24]=[CH:23][N:22]=1. Given the product [F:19][C:15]1[CH:14]=[C:13]([CH:18]=[CH:17][CH:16]=1)[O:12][CH2:11][C:9]1[N:10]=[C:5]2[N:4]=[CH:3][C:2]([C:25]3[CH:24]=[CH:23][N:22]=[C:21]([F:20])[CH:26]=3)=[CH:7][N:6]2[CH:8]=1, predict the reactants needed to synthesize it. (3) Given the product [NH2:30][CH2:29][C:25]1[CH:24]=[C:23]([C:18]2[CH:19]=[CH:20][C:21](=[O:22])[N:16]([CH2:15][CH2:14][O:13][C:7]3[C:6]4[C:11](=[CH:12][C:3]([O:2][CH3:1])=[CH:4][CH:5]=4)[N:10]=[CH:9][CH:8]=3)[CH:17]=2)[CH:28]=[CH:27][CH:26]=1, predict the reactants needed to synthesize it. The reactants are: [CH3:1][O:2][C:3]1[CH:12]=[C:11]2[C:6]([C:7]([O:13][CH2:14][CH2:15][N:16]3[C:21](=[O:22])[CH:20]=[CH:19][C:18]([C:23]4[CH:24]=[C:25]([CH2:29][NH:30]C(=O)OC(C)(C)C)[CH:26]=[CH:27][CH:28]=4)=[CH:17]3)=[CH:8][CH:9]=[N:10]2)=[CH:5][CH:4]=1. (4) The reactants are: [CH:1]1[C:10]2[C:5](=[CH:6][CH:7]=[CH:8][CH:9]=2)[CH:4]=[CH:3][C:2]=1[CH2:11][N:12]1[C:19]2[N:15]([N:16]=[CH:17][C:18]=2C=CC(O)=O)[CH:14]=[CH:13]1.CNCC(O)C1C=C[C:32]([OH:35])=C(OC)C=1.[OH-].[Na+]. Given the product [CH:1]1[C:10]2[C:5](=[CH:6][CH:7]=[CH:8][CH:9]=2)[CH:4]=[CH:3][C:2]=1[CH2:11][N:12]1[C:19]2[N:15]([N:16]=[CH:17][C:18]=2[CH2:32][OH:35])[CH:14]=[CH:13]1, predict the reactants needed to synthesize it. (5) Given the product [CH3:11][C:12]([C:17]1[CH:22]=[CH:21][CH:20]=[CH:19][CH:18]=1)([CH3:16])[CH2:13][C:2]1[CH2:3][C:4]2[C:9]([CH:10]=1)=[CH:8][CH:7]=[CH:6][CH:5]=2, predict the reactants needed to synthesize it. The reactants are: Br[C:2]1[CH2:3][C:4]2[C:9]([CH:10]=1)=[CH:8][CH:7]=[CH:6][CH:5]=2.[CH3:11][C:12]([C:17]1[CH:22]=[CH:21][CH:20]=[CH:19][CH:18]=1)([CH3:16])[CH2:13][Mg]Cl.Cl.